This data is from Full USPTO retrosynthesis dataset with 1.9M reactions from patents (1976-2016). The task is: Predict the reactants needed to synthesize the given product. (1) Given the product [CH2:3]([O:10][C:11]1[CH:12]=[C:13]2[C:14](=[CH:15][C:16]=1[O:17][CH3:18])[CH2:27][N:22]([C:23](=[O:25])[CH3:24])[CH:20]([CH3:21])[CH2:19]2)[C:4]1[CH:9]=[CH:8][CH:7]=[CH:6][CH:5]=1, predict the reactants needed to synthesize it. The reactants are: C=O.[CH2:3]([O:10][C:11]1[CH:12]=[C:13]([CH2:19][CH:20]([NH:22][C:23](=[O:25])[CH3:24])[CH3:21])[CH:14]=[CH:15][C:16]=1[O:17][CH3:18])[C:4]1[CH:9]=[CH:8][CH:7]=[CH:6][CH:5]=1.O.[C:27](OCC)(=O)C. (2) Given the product [C:16]1([C:22]2[N:26]=[C:25]([N:27]3[CH2:32][CH2:31][N:30]([C:8]([NH:7][C:2]4[CH:3]=[N:4][CH:5]=[CH:6][N:1]=4)=[O:15])[CH2:29][CH2:28]3)[S:24][N:23]=2)[CH:17]=[CH:18][CH:19]=[CH:20][CH:21]=1, predict the reactants needed to synthesize it. The reactants are: [N:1]1[CH:6]=[CH:5][N:4]=[CH:3][C:2]=1[NH:7][C:8](=[O:15])OCC(Cl)(Cl)Cl.[C:16]1([C:22]2[N:26]=[C:25]([N:27]3[CH2:32][CH2:31][NH:30][CH2:29][CH2:28]3)[S:24][N:23]=2)[CH:21]=[CH:20][CH:19]=[CH:18][CH:17]=1.C(N(C(C)C)CC)(C)C.CS(C)=O. (3) The reactants are: [NH2:1][C:2]1[C:3]([OH:17])=[C:4]([S:9]([N:12]([O:15][CH3:16])[CH2:13][CH3:14])(=[O:11])=[O:10])[C:5](Cl)=[CH:6][CH:7]=1.[H][H]. Given the product [NH2:1][C:2]1[C:3]([OH:17])=[C:4]([S:9]([N:12]([CH2:13][CH3:14])[O:15][CH3:16])(=[O:10])=[O:11])[CH:5]=[CH:6][CH:7]=1, predict the reactants needed to synthesize it. (4) Given the product [C:15]([C:7]1[S:6][C:5]2[C:3](=[O:4])[N:12]([C:14]3[CH:32]=[CH:33][C:28]([N:24]4[CH2:25][CH2:26][CH2:27][N:21]([CH3:20])[CH2:22][CH2:23]4)=[CH:29][CH:30]=3)[CH:11]=[N:10][C:9]=2[CH:8]=1)(=[O:19])[CH:16]([CH3:17])[CH3:18], predict the reactants needed to synthesize it. The reactants are: CO[C:3]([C:5]1[S:6][C:7]([C:15](=[O:19])[CH:16]([CH3:18])[CH3:17])=[CH:8][C:9]=1[N:10]=[CH:11][N:12]([CH3:14])C)=[O:4].[CH3:20][N:21]1[CH2:27][CH2:26][CH2:25][N:24]([C:28]2[CH:33]=[CH:32]C(N)=[CH:30][CH:29]=2)[CH2:23][CH2:22]1. (5) Given the product [CH:23]1[C:22]2[CH:21]([CH2:20][O:19][C:17]([N:1]3[CH2:5][CH2:4][CH2:3][C@H:2]3[C:6]([O:8][CH2:9][C:10]([OH:12])=[O:11])=[O:7])=[O:18])[C:33]3[C:28](=[CH:29][CH:30]=[CH:31][CH:32]=3)[C:27]=2[CH:26]=[CH:25][CH:24]=1, predict the reactants needed to synthesize it. The reactants are: [N:1]1([C:17]([O:19][CH2:20][CH:21]2[C:33]3[CH:32]=[CH:31][CH:30]=[CH:29][C:28]=3[C:27]3[C:22]2=[CH:23][CH:24]=[CH:25][CH:26]=3)=[O:18])[CH2:5][CH2:4][CH2:3][C@H:2]1[C:6]([O:8][CH2:9][C:10]([O:12]C(C)(C)C)=[O:11])=[O:7].C([SiH](C(C)C)C(C)C)(C)C.FC(F)(F)C(O)=O. (6) Given the product [CH2:31]([O:30][C@H:11]1[C@H:12]([O:22][CH2:23][C:24]2[CH:29]=[CH:28][CH:27]=[CH:26][CH:25]=2)[C@@H:13]([O:14][CH2:15][C:16]2[CH:21]=[CH:20][CH:19]=[CH:18][CH:17]=2)[C@H:8]([C:5]2[CH:6]=[CH:7][C:2]([Cl:1])=[C:3]([CH2:47][Br:50])[CH:4]=2)[O:9][C@@H:10]1[CH2:38][O:39][CH2:40][C:41]1[CH:46]=[CH:45][CH:44]=[CH:43][CH:42]=1)[C:32]1[CH:37]=[CH:36][CH:35]=[CH:34][CH:33]=1, predict the reactants needed to synthesize it. The reactants are: [Cl:1][C:2]1[CH:7]=[CH:6][C:5]([C@H:8]2[C@H:13]([O:14][CH2:15][C:16]3[CH:21]=[CH:20][CH:19]=[CH:18][CH:17]=3)[C@@H:12]([O:22][CH2:23][C:24]3[CH:29]=[CH:28][CH:27]=[CH:26][CH:25]=3)[C@H:11]([O:30][CH2:31][C:32]3[CH:37]=[CH:36][CH:35]=[CH:34][CH:33]=3)[C@@H:10]([CH2:38][O:39][CH2:40][C:41]3[CH:46]=[CH:45][CH:44]=[CH:43][CH:42]=3)[O:9]2)=[CH:4][C:3]=1[CH2:47]O.P(Br)(Br)[Br:50].N1C=CC=CC=1. (7) Given the product [Si:19]([O:1][C:2]1[CH:9]=[CH:8][C:5]([C:6](=[O:7])[CH3:11])=[CH:4][CH:3]=1)([C:15]([CH3:18])([CH3:17])[CH3:16])([CH3:21])[CH3:20], predict the reactants needed to synthesize it. The reactants are: [OH:1][C:2]1[CH:9]=[CH:8][C:5]([CH:6]=[O:7])=[CH:4][CH:3]=1.N1C=CN=[CH:11]1.[C:15]([Si:19](Cl)([CH3:21])[CH3:20])([CH3:18])([CH3:17])[CH3:16].